Dataset: Forward reaction prediction with 1.9M reactions from USPTO patents (1976-2016). Task: Predict the product of the given reaction. (1) Given the reactants [F:1][C:2]([F:15])([F:14])[C:3]1[CH:13]=[CH:12][C:6](/[CH:7]=[CH:8]/[C:9]([OH:11])=O)=[CH:5][CH:4]=1.[CH2:16]([N:23]1[CH2:28][CH2:27][N:26]([C:29](=[O:51])[C@@H:30]([NH:38][CH2:39][C:40]2[CH:45]=[CH:44][C:43]([CH2:46][CH2:47][CH2:48][CH2:49][CH3:50])=[CH:42][CH:41]=2)[CH2:31][C:32]2[CH:37]=[CH:36][CH:35]=[CH:34][CH:33]=2)[CH2:25][CH2:24]1)[C:17]1[CH:22]=[CH:21][CH:20]=[CH:19][CH:18]=1.O, predict the reaction product. The product is: [CH2:31]([C@H:30]([N:38]([CH2:39][C:40]1[CH:41]=[CH:42][C:43]([CH2:46][CH2:47][CH2:48][CH2:49][CH3:50])=[CH:44][CH:45]=1)[C:9](=[O:11])[CH:8]=[CH:7][C:6]1[CH:5]=[CH:4][C:3]([C:2]([F:1])([F:15])[F:14])=[CH:13][CH:12]=1)[C:29]([N:26]1[CH2:25][CH2:24][N:23]([CH2:16][C:17]2[CH:22]=[CH:21][CH:20]=[CH:19][CH:18]=2)[CH2:28][CH2:27]1)=[O:51])[C:32]1[CH:33]=[CH:34][CH:35]=[CH:36][CH:37]=1. (2) Given the reactants [CH3:1][N:2]1[C:11]2[C:6](=[CH:7][CH:8]=[C:9]([C:12]([F:15])([F:14])[F:13])[N:10]=2)[CH:5]=[C:4]([C:16](OC2CCCC(=O)C=2)=[O:17])[C:3]1=[O:26].[CH2:27](N(CC)CC)[CH3:28].C[C:35]([CH3:39])([OH:38])[C:36]#N.[C:40](=[O:43])([O-])O.[Na+], predict the reaction product. The product is: [OH:43][C:40]1[CH2:28][CH2:27][CH2:39][C:35](=[O:38])[C:36]=1[C:16]([C:4]1[C:3](=[O:26])[N:2]([CH3:1])[C:11]2[C:6]([CH:5]=1)=[CH:7][CH:8]=[C:9]([C:12]([F:15])([F:14])[F:13])[N:10]=2)=[O:17].